This data is from Reaction yield outcomes from USPTO patents with 853,638 reactions. The task is: Predict the reaction yield, written as a fraction of the theoretical maximum amount of product (1.0 means a 100% yield; for example, 0.34 means a 34% yield). (1) The product is [CH2:6]([C:5]([C:26]1[CH:39]=[CH:38][C:29]([O:30][CH2:31][C@H:32]([OH:1])[CH2:33][CH2:34][C:35]([OH:36])=[O:37])=[C:28]([CH3:40])[CH:27]=1)([C:8]1[CH:13]=[CH:12][C:11]([C:14]2[O:15][C:16]([C:19]([CH2:20][CH3:21])([OH:22])[CH2:23][CH3:24])=[CH:17][CH:18]=2)=[C:10]([CH3:25])[CH:9]=1)[CH2:3][CH3:4])[CH3:7]. The yield is 0.900. The reactants are [OH-:1].[K+].[CH2:3]([C:5]([C:26]1[CH:39]=[CH:38][C:29]([O:30][CH2:31][C@@H:32]2[O:36][C:35](=[O:37])[CH2:34][CH2:33]2)=[C:28]([CH3:40])[CH:27]=1)([C:8]1[CH:13]=[CH:12][C:11]([C:14]2[O:15][C:16]([C:19]([CH2:23][CH3:24])([OH:22])[CH2:20][CH3:21])=[CH:17][CH:18]=2)=[C:10]([CH3:25])[CH:9]=1)[CH2:6][CH3:7])[CH3:4]. The catalyst is O1CCCC1CO. (2) The reactants are [Cl:1][C:2]1[CH:3]=[C:4]2[C:12](=[C:13]([NH2:18])[C:14]=1[S:15][CH2:16][CH3:17])[NH:11][C:10]1[CH:9]=[N:8][CH:7]=[CH:6][C:5]2=1.[CH3:19][C:20]1[N:28]=[CH:27][CH:26]=[CH:25][C:21]=1[C:22](O)=[O:23].Cl.CN(C)CCCN=C=NCC.O. The catalyst is N1C=CC=CC=1.CO. The product is [Cl:1][C:2]1[CH:3]=[C:4]2[C:12](=[C:13]([NH:18][C:22](=[O:23])[C:21]3[CH:25]=[CH:26][CH:27]=[N:28][C:20]=3[CH3:19])[C:14]=1[S:15][CH2:16][CH3:17])[NH:11][C:10]1[CH:9]=[N:8][CH:7]=[CH:6][C:5]2=1. The yield is -0.380.